Dataset: Full USPTO retrosynthesis dataset with 1.9M reactions from patents (1976-2016). Task: Predict the reactants needed to synthesize the given product. (1) Given the product [CH2:3]([O:6][C:7]1[CH:8]=[C:9]2[C:13](=[CH:14][CH:15]=1)[N:12]([S:22]([C:16]1[CH:21]=[CH:20][CH:19]=[CH:18][CH:17]=1)(=[O:24])=[O:23])[CH:11]=[CH:10]2)[CH:4]=[CH2:5], predict the reactants needed to synthesize it. The reactants are: [H-].[Na+].[CH2:3]([O:6][C:7]1[CH:8]=[C:9]2[C:13](=[CH:14][CH:15]=1)[NH:12][CH:11]=[CH:10]2)[CH:4]=[CH2:5].[C:16]1([S:22](Cl)(=[O:24])=[O:23])[CH:21]=[CH:20][CH:19]=[CH:18][CH:17]=1.O. (2) Given the product [F:20][C:18]1([F:21])[CH2:17][N:16]([C:22](=[O:32])[C@@H:23]([NH:27][C:28](=[O:31])[O:29][CH3:30])[CH:24]([CH3:25])[CH3:26])[C@H:15]([C:13]2[NH:12][C:11]3[CH:33]=[CH:34][C:8]([C:5]4[CH:6]=[CH:7][C:2]([B:38]5[O:39][C:40]([CH3:42])([CH3:41])[C:36]([CH3:52])([CH3:35])[O:37]5)=[CH:3][CH:4]=4)=[CH:9][C:10]=3[N:14]=2)[CH2:19]1, predict the reactants needed to synthesize it. The reactants are: Cl[C:2]1[CH:7]=[CH:6][C:5]([C:8]2[CH:34]=[CH:33][C:11]3[NH:12][C:13]([C@@H:15]4[CH2:19][C:18]([F:21])([F:20])[CH2:17][N:16]4[C:22](=[O:32])[C@@H:23]([NH:27][C:28](=[O:31])[O:29][CH3:30])[CH:24]([CH3:26])[CH3:25])=[N:14][C:10]=3[CH:9]=2)=[CH:4][CH:3]=1.[CH3:35][C:36]1([CH3:52])[C:40]([CH3:42])([CH3:41])[O:39][B:38]([B:38]2[O:39][C:40]([CH3:42])([CH3:41])[C:36]([CH3:52])([CH3:35])[O:37]2)[O:37]1.C([O-])(=O)C.[K+].C1(P(C2CCCCC2)C2CCCCC2)CCCCC1. (3) The reactants are: [F:1][C:2]([F:32])([F:31])[C:3]1[CH:8]=[CH:7][C:6]([C:9]2[C:10]([C:15]([NH:17][C:18]3[CH:27]=[CH:26][C:25]4[C:20](=[CH:21][CH:22]=[C:23]([C:28]([OH:30])=[O:29])[CH:24]=4)[N:19]=3)=[O:16])=[CH:11][CH:12]=[CH:13][CH:14]=2)=[CH:5][CH:4]=1.[C:33]([O-])([O-])=O.[K+].[K+].[OH-].[K+].COS(OC)(=O)=O. Given the product [CH3:33][N:17]([C:15]([C:10]1[C:9]([C:6]2[CH:5]=[CH:4][C:3]([C:2]([F:1])([F:31])[F:32])=[CH:8][CH:7]=2)=[CH:14][CH:13]=[CH:12][CH:11]=1)=[O:16])[C:18]1[CH:27]=[CH:26][C:25]2[C:20](=[CH:21][CH:22]=[C:23]([C:28]([OH:30])=[O:29])[CH:24]=2)[N:19]=1, predict the reactants needed to synthesize it.